This data is from Full USPTO retrosynthesis dataset with 1.9M reactions from patents (1976-2016). The task is: Predict the reactants needed to synthesize the given product. (1) Given the product [C:1]1([C:7]2([O:18][CH:11]2[C:12]2[CH:17]=[CH:16][N:15]=[CH:14][CH:13]=2)[C:8](=[O:10])[CH3:9])[CH:2]=[CH:3][CH:4]=[CH:5][CH:6]=1, predict the reactants needed to synthesize it. The reactants are: [C:1]1([C:7](=[CH:11][C:12]2[CH:17]=[CH:16][N:15]=[CH:14][CH:13]=2)[C:8](=[O:10])[CH3:9])[CH:6]=[CH:5][CH:4]=[CH:3][CH:2]=1.[OH-:18].[Na+].OO.[Cl-].[Na+]. (2) Given the product [Br:1][C:2]1[C:11]([O:12][CH2:29][CH3:30])=[C:10]2[C:5]([CH:6]=[N:7][C:8]([NH:13][CH3:14])=[N:9]2)=[C:4]([C:15]2[CH:20]=[CH:19][CH:18]=[C:17]([Cl:21])[CH:16]=2)[CH:3]=1, predict the reactants needed to synthesize it. The reactants are: [Br:1][C:2]1[C:11]([OH:12])=[C:10]2[C:5]([CH:6]=[N:7][C:8]([NH:13][CH3:14])=[N:9]2)=[C:4]([C:15]2[CH:20]=[CH:19][CH:18]=[C:17]([Cl:21])[CH:16]=2)[CH:3]=1.C(=O)([O-])[O-].[K+].[K+].I[CH2:29][CH3:30].O. (3) Given the product [CH2:35]([O:37][C:38](=[O:48])[CH2:39][C:40]1[CH:41]=[C:42]([C:20]2[CH:21]=[CH:22][CH:23]=[C:18]([C:17]3[O:16][N:15]=[C:14]([CH3:33])[C:13]=3[NH:12][C:11]([O:10][CH:8]([C:3]3[CH:4]=[CH:5][CH:6]=[CH:7][C:2]=3[Cl:1])[CH3:9])=[O:34])[CH:19]=2)[C:43]([F:46])=[CH:44][CH:45]=1)[CH3:36], predict the reactants needed to synthesize it. The reactants are: [Cl:1][C:2]1[CH:7]=[CH:6][CH:5]=[CH:4][C:3]=1[CH:8]([O:10][C:11](=[O:34])[NH:12][C:13]1[C:14]([CH3:33])=[N:15][O:16][C:17]=1[C:18]1[CH:23]=[CH:22][CH:21]=[C:20](B2OC(C)(C)C(C)(C)O2)[CH:19]=1)[CH3:9].[CH2:35]([O:37][C:38](=[O:48])[CH2:39][C:40]1[CH:45]=[CH:44][C:43]([F:46])=[C:42](Br)[CH:41]=1)[CH3:36]. (4) Given the product [CH3:20][O:19][C:17]([C@@H:9]1[C@H:10]([C:11]2[CH:16]=[CH:15][CH:14]=[CH:13][CH:12]=2)[C@H:8]1[C:5]1[CH:6]=[CH:7][C:2]([N:27]2[CH2:28][CH2:29][N:24]([CH:21]([CH3:23])[CH3:22])[CH2:25][CH2:26]2)=[CH:3][CH:4]=1)=[O:18], predict the reactants needed to synthesize it. The reactants are: Br[C:2]1[CH:7]=[CH:6][C:5]([C@@H:8]2[C@@H:10]([C:11]3[CH:16]=[CH:15][CH:14]=[CH:13][CH:12]=3)[C@H:9]2[C:17]([O:19][CH3:20])=[O:18])=[CH:4][CH:3]=1.[CH:21]([N:24]1[CH2:29][CH2:28][NH:27][CH2:26][CH2:25]1)([CH3:23])[CH3:22]. (5) Given the product [Br:10][C:11]1[C:12]([NH:18][CH2:19][C@@H:20]([NH:21][C:22](=[O:28])[O:23][C:24]([CH3:25])([CH3:26])[CH3:27])[CH:2]([CH3:3])[CH3:7])=[N:13][C:14]([Cl:17])=[N:15][CH:16]=1, predict the reactants needed to synthesize it. The reactants are: Br[C:2]1[C:3](Cl)=NC(Cl)=N[CH:7]=1.[Br:10][C:11]1[C:12]([NH:18][CH:19](C(C)C)[CH2:20][NH:21][C:22](=[O:28])[O:23][C:24]([CH3:27])([CH3:26])[CH3:25])=[N:13][C:14]([Cl:17])=[N:15][CH:16]=1. (6) Given the product [F:34][C:35]1[CH:36]=[C:37]([C:2]2[S:10][C:9]3[C:8](=[O:11])[N:7]([CH:12]4[CH2:13][CH2:14][N:15]([C:18]([O:20][C:21]([CH3:23])([CH3:24])[CH3:22])=[O:19])[CH2:16][CH2:17]4)[C:6](=[O:25])[N:5]([CH2:26][C:27]4[O:31][N:30]=[C:29]([CH2:32][CH3:33])[N:28]=4)[C:4]=3[CH:3]=2)[CH:38]=[CH:39][C:40]=1[F:41], predict the reactants needed to synthesize it. The reactants are: Br[C:2]1[S:10][C:9]2[C:8](=[O:11])[N:7]([CH:12]3[CH2:17][CH2:16][N:15]([C:18]([O:20][C:21]([CH3:24])([CH3:23])[CH3:22])=[O:19])[CH2:14][CH2:13]3)[C:6](=[O:25])[N:5]([CH2:26][C:27]3[O:31][N:30]=[C:29]([CH2:32][CH3:33])[N:28]=3)[C:4]=2[CH:3]=1.[F:34][C:35]1[CH:36]=[C:37](B(O)O)[CH:38]=[CH:39][C:40]=1[F:41].C(=O)([O-])[O-].[Cs+].[Cs+]. (7) Given the product [C:1]([OH:5])(=[O:4])[CH:2]=[CH2:3].[NH2:24][C:1]([O:5][CH2:6][CH3:7])=[O:4].[O:22]=[C:23]=[N:24][CH:25]1[CH2:34][C:33]([CH3:36])([CH3:35])[CH2:32][C:27]([CH3:37])([CH2:28][N:29]=[C:30]=[O:31])[CH2:26]1.[C:16]([O:15][CH2:14][C:7]([CH2:20][OH:21])([CH2:8][O:9][C:10](=[O:13])[CH:11]=[CH2:12])[CH2:6][O:5][C:1](=[O:4])[CH:2]=[CH2:3])(=[O:19])[CH:17]=[CH2:18], predict the reactants needed to synthesize it. The reactants are: [C:1]([O:5][CH2:6][C:7]([CH2:20][OH:21])([CH2:14][O:15][C:16](=[O:19])[CH:17]=[CH2:18])[CH2:8][O:9][C:10](=[O:13])[CH:11]=[CH2:12])(=[O:4])[CH:2]=[CH2:3].[O:22]=[C:23]=[N:24][CH:25]1[CH2:34][C:33]([CH3:36])([CH3:35])[CH2:32][C:27]([CH3:37])([CH2:28][N:29]=[C:30]=[O:31])[CH2:26]1.COC1C=CC(O)=CC=1.C([O-])(=O)CCCCCCCCCCC.C([O-])(=O)CCCCCCCCCCC.C([Sn+2]CCCC)CCC.